Dataset: Forward reaction prediction with 1.9M reactions from USPTO patents (1976-2016). Task: Predict the product of the given reaction. (1) Given the reactants [CH2:1]([N+:3]1[CH:8]=[CH:7][CH:6]=[C:5]([C:9]2[CH:14]=[CH:13][C:12]([N+:15]([O-:17])=[O:16])=[C:11]([O:18][CH3:19])[CH:10]=2)[CH:4]=1)[CH3:2].[BH4-].[Na+], predict the reaction product. The product is: [CH2:1]([N:3]1[CH2:4][C:5]([C:9]2[CH:14]=[CH:13][C:12]([N+:15]([O-:17])=[O:16])=[C:11]([O:18][CH3:19])[CH:10]=2)=[CH:6][CH2:7][CH2:8]1)[CH3:2]. (2) Given the reactants C(N(CC)CC)C.CN(C1C=CC=CN=1)C.CN(C)[C:19](Cl)=[S:20].[CH:23](/[C:29]1[C:38]2[O:37][CH2:36][CH2:35][C:34](=[O:39])[C:33]=2[CH:32]=[CH:31]C=1O)=[CH:24]\[CH:25]=[CH:26]\[CH:27]=[CH2:28], predict the reaction product. The product is: [CH:23](/[C:29]1[C:38]2[O:37][CH2:36][CH2:35][C:34](=[O:39])[C:33]=2[CH:32]=[CH:31][C:19]=1[SH:20])=[CH:24]\[CH:25]=[CH:26]\[CH:27]=[CH2:28].